Dataset: Catalyst prediction with 721,799 reactions and 888 catalyst types from USPTO. Task: Predict which catalyst facilitates the given reaction. (1) Reactant: CC1(C)[O:6][CH:5]([CH:7]2[O:11][C:10](=[O:12])[C:9]([OH:13])=[C:8]2[O:14]COC)[CH2:4][O:3]1. Product: [O:12]=[C:10]1[O:11][C@H:7]([C@H:5]([CH2:4][OH:3])[OH:6])[C:8]([OH:14])=[C:9]1[OH:13]. The catalyst class is: 1. (2) Reactant: [CH3:1][C:2]1[C:3]([C:17]2[CH:22]=[CH:21][CH:20]=[CH:19][CH:18]=2)=[C:4]([S:7]([C:10]2[CH:15]=[CH:14][C:13]([CH3:16])=[CH:12][CH:11]=2)(=[O:9])=[O:8])[NH:5][CH:6]=1.[Cl-].ClC=[N+](C)C.[O:29]1CCC[CH2:30]1.C(=O)([O-])O.[Na+]. Product: [CH3:1][C:2]1[C:3]([C:17]2[CH:22]=[CH:21][CH:20]=[CH:19][CH:18]=2)=[C:4]([S:7]([C:10]2[CH:15]=[CH:14][C:13]([CH3:16])=[CH:12][CH:11]=2)(=[O:8])=[O:9])[NH:5][C:6]=1[CH:30]=[O:29]. The catalyst class is: 10. (3) Reactant: [CH3:1][O:2][N:3]=[CH:4][C:5]1[CH:9]=[CH:8][S:7][C:6]=1[CH2:10][OH:11].CC(OI1(OC(C)=O)(OC(C)=O)OC(=O)C2C=CC=CC1=2)=O.C(=O)(O)[O-].[Na+].S([O-])([O-])(=O)=S.[Na+].[Na+]. Product: [CH3:1][O:2][N:3]=[CH:4][C:5]1[CH:9]=[CH:8][S:7][C:6]=1[CH:10]=[O:11]. The catalyst class is: 272. (4) Reactant: [OH:1][CH:2]1[CH2:6][O:5][N:4]([C:7]([C:9]2[C:17]3[C:16](=[O:18])[N:15]([CH3:19])[C:14](=[O:20])[N:13]([CH2:21][CH:22]([CH3:24])[CH3:23])[C:12]=3[S:11][C:10]=2[CH3:25])=[O:8])[CH2:3]1.N1C=CN=C1.[Si:31](Cl)([C:34]([CH3:37])([CH3:36])[CH3:35])([CH3:33])[CH3:32]. Product: [CH3:35][C:34]([Si:31]([CH3:33])([CH3:32])[O:1][CH:2]1[CH2:6][O:5][N:4]([C:7]([C:9]2[C:17]3[C:16](=[O:18])[N:15]([CH3:19])[C:14](=[O:20])[N:13]([CH2:21][CH:22]([CH3:23])[CH3:24])[C:12]=3[S:11][C:10]=2[CH3:25])=[O:8])[CH2:3]1)([CH3:37])[CH3:36]. The catalyst class is: 4. (5) Reactant: [CH3:1][O:2][C:3]1[CH:8]=[CH:7][C:6]([N:9]([CH2:11][CH2:12][O:13][CH3:14])[CH3:10])=[CH:5][C:4]=1[NH2:15].[C:16]([N:24]=[C:25]=[S:26])(=[O:23])[C:17]1[CH:22]=[CH:21][CH:20]=[CH:19][CH:18]=1. Product: [C:16]([NH:24][C:25]([NH:15][C:4]1[CH:5]=[C:6]([N:9]([CH2:11][CH2:12][O:13][CH3:14])[CH3:10])[CH:7]=[CH:8][C:3]=1[O:2][CH3:1])=[S:26])(=[O:23])[C:17]1[CH:22]=[CH:21][CH:20]=[CH:19][CH:18]=1. The catalyst class is: 21.